This data is from NCI-60 drug combinations with 297,098 pairs across 59 cell lines. The task is: Regression. Given two drug SMILES strings and cell line genomic features, predict the synergy score measuring deviation from expected non-interaction effect. (1) Drug 1: CCCS(=O)(=O)NC1=C(C(=C(C=C1)F)C(=O)C2=CNC3=C2C=C(C=N3)C4=CC=C(C=C4)Cl)F. Drug 2: CC1=C2C(C(=O)C3(C(CC4C(C3C(C(C2(C)C)(CC1OC(=O)C(C(C5=CC=CC=C5)NC(=O)C6=CC=CC=C6)O)O)OC(=O)C7=CC=CC=C7)(CO4)OC(=O)C)O)C)OC(=O)C. Cell line: SK-MEL-28. Synergy scores: CSS=51.1, Synergy_ZIP=2.72, Synergy_Bliss=2.29, Synergy_Loewe=-5.52, Synergy_HSA=5.48. (2) Drug 1: C1=CC(=CC=C1CC(C(=O)O)N)N(CCCl)CCCl.Cl. Drug 2: C1=NC(=NC(=O)N1C2C(C(C(O2)CO)O)O)N. Cell line: SR. Synergy scores: CSS=51.8, Synergy_ZIP=-0.126, Synergy_Bliss=0.0588, Synergy_Loewe=2.17, Synergy_HSA=3.35. (3) Drug 1: CN(C)C1=NC(=NC(=N1)N(C)C)N(C)C. Drug 2: CC(C)NC(=O)C1=CC=C(C=C1)CNNC.Cl. Cell line: A498. Synergy scores: CSS=-4.29, Synergy_ZIP=2.42, Synergy_Bliss=2.40, Synergy_Loewe=-3.72, Synergy_HSA=-2.75. (4) Drug 1: CNC(=O)C1=NC=CC(=C1)OC2=CC=C(C=C2)NC(=O)NC3=CC(=C(C=C3)Cl)C(F)(F)F. Drug 2: CC(C)NC(=O)C1=CC=C(C=C1)CNNC.Cl. Cell line: T-47D. Synergy scores: CSS=-4.38, Synergy_ZIP=3.54, Synergy_Bliss=5.15, Synergy_Loewe=-2.79, Synergy_HSA=-2.06. (5) Drug 1: COC1=NC(=NC2=C1N=CN2C3C(C(C(O3)CO)O)O)N. Drug 2: CCCCCOC(=O)NC1=NC(=O)N(C=C1F)C2C(C(C(O2)C)O)O. Cell line: OVCAR3. Synergy scores: CSS=-6.25, Synergy_ZIP=2.59, Synergy_Bliss=-7.00, Synergy_Loewe=-9.51, Synergy_HSA=-11.6. (6) Drug 1: C1CCC(C1)C(CC#N)N2C=C(C=N2)C3=C4C=CNC4=NC=N3. Drug 2: COC1=C2C(=CC3=C1OC=C3)C=CC(=O)O2. Cell line: A549. Synergy scores: CSS=11.9, Synergy_ZIP=-2.67, Synergy_Bliss=-1.86, Synergy_Loewe=-2.29, Synergy_HSA=-2.21. (7) Drug 1: CC(C1=C(C=CC(=C1Cl)F)Cl)OC2=C(N=CC(=C2)C3=CN(N=C3)C4CCNCC4)N. Drug 2: C1=NC2=C(N1)C(=S)N=C(N2)N. Cell line: NCI/ADR-RES. Synergy scores: CSS=33.5, Synergy_ZIP=2.55, Synergy_Bliss=2.18, Synergy_Loewe=-1.73, Synergy_HSA=1.50. (8) Drug 1: CN1CCC(CC1)COC2=C(C=C3C(=C2)N=CN=C3NC4=C(C=C(C=C4)Br)F)OC. Drug 2: CCC1(CC2CC(C3=C(CCN(C2)C1)C4=CC=CC=C4N3)(C5=C(C=C6C(=C5)C78CCN9C7C(C=CC9)(C(C(C8N6C=O)(C(=O)OC)O)OC(=O)C)CC)OC)C(=O)OC)O.OS(=O)(=O)O. Cell line: NCI-H226. Synergy scores: CSS=21.9, Synergy_ZIP=-0.447, Synergy_Bliss=5.56, Synergy_Loewe=-1.97, Synergy_HSA=4.78. (9) Drug 1: C1=NC2=C(N=C(N=C2N1C3C(C(C(O3)CO)O)F)Cl)N. Drug 2: C1=CN(C=N1)CC(O)(P(=O)(O)O)P(=O)(O)O. Cell line: SF-539. Synergy scores: CSS=-2.53, Synergy_ZIP=1.02, Synergy_Bliss=-0.374, Synergy_Loewe=-2.03, Synergy_HSA=-1.89. (10) Drug 1: C1CCN(CC1)CCOC2=CC=C(C=C2)C(=O)C3=C(SC4=C3C=CC(=C4)O)C5=CC=C(C=C5)O. Drug 2: C1CN1P(=S)(N2CC2)N3CC3. Cell line: 786-0. Synergy scores: CSS=1.62, Synergy_ZIP=-5.76, Synergy_Bliss=-2.57, Synergy_Loewe=-8.93, Synergy_HSA=-4.82.